This data is from Reaction yield outcomes from USPTO patents with 853,638 reactions. The task is: Predict the reaction yield, written as a fraction of the theoretical maximum amount of product (1.0 means a 100% yield; for example, 0.34 means a 34% yield). The reactants are [Cl:1][C:2]1[CH:8]=[CH:7][C:5]([NH2:6])=[CH:4][C:3]=1[C:9]([F:12])([F:11])[F:10].[CH2:13]([O:15][C:16]1[C:21](=[O:22])[NH:20][CH:19]=[C:18]([C:23]2[CH:28]=[CH:27][C:26]([CH2:29][C:30](O)=[O:31])=[C:25]([F:33])[CH:24]=2)[CH:17]=1)[CH3:14].C1C=CC2N(O)N=NC=2C=1.C(Cl)CCl.CCN(CC)CC. The catalyst is CN(C=O)C. The product is [Cl:1][C:2]1[CH:8]=[CH:7][C:5]([NH:6][C:30](=[O:31])[CH2:29][C:26]2[CH:27]=[CH:28][C:23]([C:18]3[CH:17]=[C:16]([O:15][CH2:13][CH3:14])[C:21](=[O:22])[NH:20][CH:19]=3)=[CH:24][C:25]=2[F:33])=[CH:4][C:3]=1[C:9]([F:10])([F:11])[F:12]. The yield is 0.236.